Dataset: Full USPTO retrosynthesis dataset with 1.9M reactions from patents (1976-2016). Task: Predict the reactants needed to synthesize the given product. (1) Given the product [C:23]([OH:30])(=[O:29])/[CH:24]=[CH:25]/[C:26]([OH:28])=[O:27].[N:1]12[CH2:6][CH2:5][CH:4]([CH2:7][CH2:8]1)[C@@H:3]([O:9][C:10]1[CH:11]=[CH:12][C:13]([C:16]3[CH:21]=[CH:20][CH:19]=[C:18]([NH2:22])[CH:17]=3)=[CH:14][CH:15]=1)[CH2:2]2, predict the reactants needed to synthesize it. The reactants are: [N:1]12[CH2:8][CH2:7][CH:4]([CH2:5][CH2:6]1)[C@@H:3]([O:9][C:10]1[CH:15]=[CH:14][C:13]([C:16]3[CH:21]=[CH:20][CH:19]=[C:18]([NH2:22])[CH:17]=3)=[CH:12][CH:11]=1)[CH2:2]2.[C:23]([OH:30])(=[O:29])/[CH:24]=[CH:25]/[C:26]([OH:28])=[O:27]. (2) The reactants are: O[CH:2]1[CH2:6][C:5]2=[C:7]([C:14]([O:16][CH3:17])=[O:15])[CH:8]=[CH:9][C:10]([N+:11]([O-:13])=[O:12])=[C:4]2[O:3]1.O. Given the product [N+:11]([C:10]1[CH:9]=[CH:8][C:7]([C:14]([O:16][CH3:17])=[O:15])=[C:5]2[C:4]=1[O:3][CH:2]=[CH:6]2)([O-:13])=[O:12], predict the reactants needed to synthesize it. (3) Given the product [F:1][C:2]([F:11])([F:10])[CH2:3][CH2:4][C@@H:5]([NH2:18])[C:6]([OH:8])=[O:7], predict the reactants needed to synthesize it. The reactants are: [F:1][C:2]([F:11])([F:10])[CH2:3][CH2:4][C:5](=O)[C:6]([OH:8])=[O:7].CC1[N:18]=CC(COP(O)(O)=O)=C(C=O)C=1O. (4) Given the product [C:42]([N:31]1[CH2:32][CH2:33][N:28]([CH2:27][C:22]([C:12]2[C:13]3[C:18](=[CH:17][C:16]([N+:19]([O-:21])=[O:20])=[CH:15][CH:14]=3)[N:10]([CH2:3][C:4]3[CH:9]=[CH:8][CH:7]=[CH:6][CH:5]=3)[CH:11]=2)([OH:34])[C:23]([F:26])([F:24])[F:25])[CH2:29][CH2:30]1)(=[O:44])[CH3:43], predict the reactants needed to synthesize it. The reactants are: Cl.Cl.[CH2:3]([N:10]1[C:18]2[C:13](=[CH:14][CH:15]=[C:16]([N+:19]([O-:21])=[O:20])[CH:17]=2)[C:12]([C:22]([OH:34])([CH2:27][N:28]2[CH2:33][CH2:32][NH:31][CH2:30][CH2:29]2)[C:23]([F:26])([F:25])[F:24])=[CH:11]1)[C:4]1[CH:9]=[CH:8][CH:7]=[CH:6][CH:5]=1.C(N(CC)CC)C.[C:42](Cl)(=[O:44])[CH3:43].O. (5) The reactants are: [OH:1][C@H:2]1[CH2:7][CH2:6][CH2:5][N:4]([C:8]([O:10][C:11]([CH3:14])([CH3:13])[CH3:12])=[O:9])[CH2:3]1.[H-].[Na+].Cl[C:18]1[CH:27]=[CH:26][C:25]2[C:20](=[C:21]([C:28]3[NH:36][C:35]4[CH2:34][CH2:33][NH:32][C:31](=[O:37])[C:30]=4[CH:29]=3)[CH:22]=[CH:23][CH:24]=2)[N:19]=1. Given the product [O:37]=[C:31]1[C:30]2[CH:29]=[C:28]([C:21]3[CH:22]=[CH:23][CH:24]=[C:25]4[C:20]=3[N:19]=[C:18]([O:1][C@H:2]3[CH2:7][CH2:6][CH2:5][N:4]([C:8]([O:10][C:11]([CH3:14])([CH3:13])[CH3:12])=[O:9])[CH2:3]3)[CH:27]=[CH:26]4)[NH:36][C:35]=2[CH2:34][CH2:33][NH:32]1, predict the reactants needed to synthesize it. (6) Given the product [ClH:11].[NH2:1][C:2]1[N:3]=[CH:4][C:5]([C:12]2[CH:13]=[N:14][N:15]([CH:17]3[CH2:22][CH2:21][NH:20][CH2:19][CH2:18]3)[CH:16]=2)=[C:6]2[CH:10]=[C:9]([C:30]3[CH:31]=[CH:32][C:27]([Cl:26])=[C:28]([CH:29]=3)[C:36]([OH:38])=[O:37])[O:8][C:7]=12, predict the reactants needed to synthesize it. The reactants are: [NH2:1][C:2]1[N:3]=[CH:4][C:5]([C:12]2[CH:13]=[N:14][N:15]([CH:17]3[CH2:22][CH2:21][N:20](C(=O)C)[CH2:19][CH2:18]3)[CH:16]=2)=[C:6]2[CH:10]=[C:9]([Cl:11])[O:8][C:7]=12.[Cl:26][C:27]1[CH:32]=[CH:31][C:30](B(O)O)=[CH:29][C:28]=1[C:36]([O:38]C)=[O:37].C(=O)([O-])[O-].[Na+].[Na+].Cl. (7) Given the product [F:1][C:2]1[C:16]([CH3:17])=[CH:15][C:5]2[NH:6][C:7]([C:9]3[C:13]([NH:14][C:30]([N:24]4[CH2:29][CH2:28][CH2:27][CH2:26][CH2:25]4)=[O:31])=[CH:12][NH:11][N:10]=3)=[N:8][C:4]=2[CH:3]=1, predict the reactants needed to synthesize it. The reactants are: [F:1][C:2]1[C:16]([CH3:17])=[CH:15][C:5]2[NH:6][C:7]([C:9]3[C:13]([NH2:14])=[CH:12][NH:11][N:10]=3)=[N:8][C:4]=2[CH:3]=1.N1CCCCC1.[N:24]1([C:30](O)=[O:31])[CH2:29][CH2:28][CH2:27][CH2:26][CH2:25]1. (8) Given the product [Cl:25][C:14]1[C:13]2[C:12]([N:11]=[C:3]3[C:4]=1[C:5]([N+:8]([O-:10])=[O:9])=[CH:6][CH:7]=[C:2]3[CH3:1])=[CH:20][CH:19]=[C:18]([O:21][CH3:22])[CH:17]=2, predict the reactants needed to synthesize it. The reactants are: [CH3:1][C:2]1[CH:7]=[CH:6][C:5]([N+:8]([O-:10])=[O:9])=[CH:4][C:3]=1[NH:11][C:12]1[C:13](=[CH:17][C:18]([O:21][CH3:22])=[CH:19][CH:20]=1)[C:14](O)=O.P(Cl)(Cl)([Cl:25])=O.